From a dataset of Catalyst prediction with 721,799 reactions and 888 catalyst types from USPTO. Predict which catalyst facilitates the given reaction. (1) Reactant: [C:1](=[O:4])([O-])[O-].[K+].[K+].[OH:7][C:8]1[CH:9]=[C:10]2[C:15](=[CH:16][CH:17]=1)[N:14]=[C:13](OC)[CH:12]=[CH:11]2.[Cl:20][CH2:21][CH2:22][CH2:23]Br. Product: [Cl:20][CH2:21][CH2:22][CH2:23][O:7][C:8]1[CH:9]=[C:10]2[C:15](=[CH:16][CH:17]=1)[N:14]([CH3:13])[C:1](=[O:4])[CH:12]=[CH:11]2. The catalyst class is: 47. (2) Product: [Cl:14][C:6]1[CH:5]=[C:4]([CH2:15][C:16]([O:18][CH2:36][CH3:37])=[O:17])[CH:3]=[C:2]([C:24]2[CH:25]=[CH:26][C:21]([C:20]([F:31])([F:30])[F:19])=[CH:22][CH:23]=2)[C:7]=1[O:8][CH2:9][C:10]([F:13])([F:12])[F:11]. Reactant: Br[C:2]1[CH:3]=[C:4]([CH2:15][C:16]([O-:18])=[O:17])[CH:5]=[C:6]([Cl:14])[C:7]=1[O:8][CH2:9][C:10]([F:13])([F:12])[F:11].[F:19][C:20]([F:31])([F:30])[C:21]1[CH:26]=[CH:25][C:24](B(O)O)=[CH:23][CH:22]=1.[F-].[Cs+].CO[CH2:36][CH2:37]OC. The catalyst class is: 73. (3) Reactant: Cl.[NH2:2][C@H:3]([C:14]([O:16][CH3:17])=[O:15])[CH2:4][C:5]1[C:13]2[C:8](=[CH:9][CH:10]=[CH:11][CH:12]=2)[NH:7][CH:6]=1.C(N(CC)CC)C.[CH3:25][O:26][C:27]1[CH:37]=[CH:36][CH:35]=[CH:34][C:28]=1[CH:29]=[CH:30][C:31](O)=[O:32].CCN=C=NCCCN(C)C.Cl. Product: [CH3:25][O:26][C:27]1[CH:37]=[CH:36][CH:35]=[CH:34][C:28]=1[CH:29]=[CH:30][C:31]([NH:2][C@H:3]([C:14]([O:16][CH3:17])=[O:15])[CH2:4][C:5]1[C:13]2[C:8](=[CH:9][CH:10]=[CH:11][CH:12]=2)[NH:7][CH:6]=1)=[O:32]. The catalyst class is: 2. (4) Reactant: [C:1]([O:5][C:6]([N:8]1[C@H:12]([C:13]2[CH:18]=[CH:17][CH:16]=[CH:15][CH:14]=2)[C@H:11]([C:19]2[CH:24]=[CH:23][CH:22]=[CH:21][CH:20]=2)[N:10]=[C:9]1[NH2:25])=[O:7])([CH3:4])([CH3:3])[CH3:2].C(N(CC)CC)C.[F:33][C:34]1[CH:42]=[CH:41][C:37]([C:38](Cl)=[O:39])=[CH:36][CH:35]=1. Product: [C:1]([O:5][C:6]([N:8]1[C@H:12]([C:13]2[CH:14]=[CH:15][CH:16]=[CH:17][CH:18]=2)[C@H:11]([C:19]2[CH:20]=[CH:21][CH:22]=[CH:23][CH:24]=2)[N:10]=[C:9]1[NH:25][C:38](=[O:39])[C:37]1[CH:41]=[CH:42][C:34]([F:33])=[CH:35][CH:36]=1)=[O:7])([CH3:4])([CH3:2])[CH3:3]. The catalyst class is: 119. (5) Reactant: [Cl:1][C:2]1[C:7]([CH:8]=[O:9])=[CH:6][C:5]([Cl:10])=[CH:4][N:3]=1.[BH4-].[Na+]. Product: [Cl:1][C:2]1[C:7]([CH2:8][OH:9])=[CH:6][C:5]([Cl:10])=[CH:4][N:3]=1. The catalyst class is: 8. (6) Reactant: [Si]([O:8][C:9]1[CH:14]=[CH:13][C:12]([C:15]2[N:16]=[C:17]([C:22]3C=[CH:26][CH:25]=[CH:24][CH:23]=3)[C:18]([NH2:21])=[N:19][CH:20]=2)=[CH:11][CH:10]=1)(C(C)(C)C)(C)C.[Si]([O:35][C:36]1[CH:41]=[CH:40][C:39]([CH2:42][C:43](=O)[CH:44]([O:48]CC)OCC)=[CH:38][CH:37]=1)(C(C)(C)C)(C)C.Cl.[CH3:53][CH2:54]CCCC. Product: [CH:26]1[CH:25]=[CH:24][C:23]([CH2:22][C:17]2[C:18]3[N:19]([CH:20]=[C:15]([C:12]4[CH:11]=[CH:10][C:9]([OH:8])=[CH:14][CH:13]=4)[N:16]=2)[C:44]([OH:48])=[C:43]([CH2:42][C:39]2[CH:40]=[CH:41][C:36]([OH:35])=[CH:37][CH:38]=2)[N:21]=3)=[CH:53][CH:54]=1. The catalyst class is: 12. (7) Reactant: [CH3:1][O:2][C:3](=[O:18])[C:4]1[CH:13]=[C:12]([N+:14]([O-])=O)[C:7]([C:8]([O:10][CH3:11])=[O:9])=[CH:6][C:5]=1[F:17]. Product: [CH3:11][O:10][C:8](=[O:9])[C:7]1[CH:6]=[C:5]([F:17])[C:4]([C:3]([O:2][CH3:1])=[O:18])=[CH:13][C:12]=1[NH2:14]. The catalyst class is: 99.